This data is from Full USPTO retrosynthesis dataset with 1.9M reactions from patents (1976-2016). The task is: Predict the reactants needed to synthesize the given product. (1) Given the product [F:36][CH:21]([C:17]1[CH:16]=[C:15]2[C:20](=[CH:19][CH:18]=1)[N:11]=[CH:12][CH:13]=[CH:14]2)[C:22]([O:24][CH3:25])=[O:23], predict the reactants needed to synthesize it. The reactants are: C[Si]([N-][Si](C)(C)C)(C)C.[Li+].[N:11]1[C:20]2[C:15](=[CH:16][C:17]([CH2:21][C:22]([O:24][CH3:25])=[O:23])=[CH:18][CH:19]=2)[CH:14]=[CH:13][CH:12]=1.C1C=CC(S(N(S(C2C=CC=CC=2)(=O)=O)[F:36])(=O)=O)=CC=1. (2) Given the product [CH:15]([OH:16])=[O:14].[Cl:80][C:77]1[S:76][C:75]([S:72]([NH:71][C:61]2[C:62]3[C:67](=[CH:66][CH:65]=[CH:64][C:63]=3[CH:68]([OH:70])[CH3:69])[N:59]([CH2:58][C:54]3[CH:53]=[C:52]([CH2:51][NH:50][C:23]([C@H:18]4[CH2:19][O:20][CH2:21][CH2:22][NH:17]4)=[O:25])[CH:57]=[CH:56][CH:55]=3)[N:60]=2)(=[O:73])=[O:74])=[CH:79][CH:78]=1, predict the reactants needed to synthesize it. The reactants are: CCN(C(C)C)C(C)C.CC([O:14][C:15]([N:17]1[CH2:22][CH2:21][O:20][CH2:19][C@@H:18]1[C:23]([OH:25])=O)=[O:16])(C)C.CN(C(ON1N=NC2C=CC=NC1=2)=[N+](C)C)C.F[P-](F)(F)(F)(F)F.[NH2:50][CH2:51][C:52]1[CH:53]=[C:54]([CH2:58][N:59]2[C:67]3[C:62](=[C:63]([CH:68]([OH:70])[CH3:69])[CH:64]=[CH:65][CH:66]=3)[C:61]([NH:71][S:72]([C:75]3[S:76][C:77]([Cl:80])=[CH:78][CH:79]=3)(=[O:74])=[O:73])=[N:60]2)[CH:55]=[CH:56][CH:57]=1.Cl.O1CCOCC1. (3) Given the product [CH3:1][O:2][C:3]([NH:6][C@H:7]([C:11]([OH:13])=[O:12])[CH:8]([CH3:10])[CH3:9])=[O:4], predict the reactants needed to synthesize it. The reactants are: [CH3:1][O:2][C:3](Cl)=[O:4].[NH2:6][C@H:7]([C:11]([OH:13])=[O:12])[CH:8]([CH3:10])[CH3:9]. (4) Given the product [C:7]([O:11][C:12](=[O:39])[NH:13][C@@H:14]1[CH2:19][CH2:18][C@@H:17]([CH2:20][CH:21]2[O:38][C:25]3[CH:26]=[N:27][C:28]4[CH:29]=[CH:30][C:31]([O:35][CH3:36])=[C:32]([F:34])[C:33]=4[C:24]=3[CH:22]2[OH:23])[O:16][CH2:15]1)([CH3:10])([CH3:9])[CH3:8], predict the reactants needed to synthesize it. The reactants are: CC(C)([O-])C.[K+].[C:7]([O:11][C:12](=[O:39])[NH:13][CH:14]1[CH2:19][CH2:18][CH:17]([CH2:20][CH:21]([OH:38])[CH:22]([C:24]2[C:33]3[C:28](=[CH:29][CH:30]=[C:31]([O:35][CH3:36])[C:32]=3[F:34])[N:27]=[CH:26][C:25]=2Cl)[OH:23])[O:16][CH2:15]1)([CH3:10])([CH3:9])[CH3:8].C(P(C(C)(C)C)C1C=CC2C(=CC=CC=2)C=1C1C2C(=CC=CC=2)C=CC=1)(C)(C)C.CCCCCC. (5) Given the product [CH2:1]([OH:10])[CH2:2][CH2:3][CH2:4][CH2:5][CH2:6][CH2:7][C:8]#[CH:9], predict the reactants needed to synthesize it. The reactants are: [CH2:1]([OH:10])[C:2]#[C:3][CH2:4][CH2:5][CH2:6][CH2:7][CH2:8][CH3:9].